This data is from Forward reaction prediction with 1.9M reactions from USPTO patents (1976-2016). The task is: Predict the product of the given reaction. The product is: [CH2:52]([NH:59][C:7]([C:5]1[S:6][C:2]([Br:1])=[C:3]([C:18]#[N:19])[C:4]=1[C:10]1[CH:15]=[CH:14][C:13]([Cl:16])=[CH:12][C:11]=1[Cl:17])=[O:9])[C:53]1[CH:58]=[CH:57][CH:56]=[CH:55][CH:54]=1. Given the reactants [Br:1][C:2]1[S:6][C:5]([C:7]([OH:9])=O)=[C:4]([C:10]2[CH:15]=[CH:14][C:13]([Cl:16])=[CH:12][C:11]=2[Cl:17])[C:3]=1[C:18]#[N:19].O.ON1C2C=CC=CC=2N=N1.Cl.CN(C)CCCN=C=NCC.C(N(CC)C(C)C)(C)C.[CH2:52]([NH2:59])[C:53]1[CH:58]=[CH:57][CH:56]=[CH:55][CH:54]=1, predict the reaction product.